From a dataset of Forward reaction prediction with 1.9M reactions from USPTO patents (1976-2016). Predict the product of the given reaction. (1) The product is: [F:35][C:36]1[CH:37]=[CH:38][C:39]([CH2:42][S:43]([NH:34][C@@H:10]2[CH2:9][NH:8][CH2:12][C@H:11]2[CH2:13][N:14]([CH:31]([CH3:32])[CH3:33])[C:15](=[O:30])[C:16]2[CH:21]=[CH:20][C:19]([O:22][CH3:23])=[C:18]([O:24][CH2:25][CH2:26][CH2:27][O:28][CH3:29])[CH:17]=2)(=[O:45])=[O:44])=[CH:40][CH:41]=1. Given the reactants C(OC([N:8]1[CH2:12][C@@H:11]([CH2:13][N:14]([CH:31]([CH3:33])[CH3:32])[C:15](=[O:30])[C:16]2[CH:21]=[CH:20][C:19]([O:22][CH3:23])=[C:18]([O:24][CH2:25][CH2:26][CH2:27][O:28][CH3:29])[CH:17]=2)[C@H:10]([NH2:34])[CH2:9]1)=O)(C)(C)C.[F:35][C:36]1[CH:41]=[CH:40][C:39]([CH2:42][S:43](Cl)(=[O:45])=[O:44])=[CH:38][CH:37]=1.CC#N.O.CC#N, predict the reaction product. (2) The product is: [CH3:52][N:35]([CH3:34])[C:36]1([C:46]2[CH:47]=[CH:48][CH:49]=[CH:50][CH:51]=2)[CH2:41][CH2:40][C:39](=[CH:42][C:43]([NH:25][CH2:24][CH2:23][CH2:22][CH2:21][CH2:20][C:13]2[C:14]3[C:19](=[CH:18][CH:17]=[CH:16][CH:15]=3)[NH:11][CH:12]=2)=[O:44])[CH2:38][CH2:37]1. Given the reactants ON1C2C=CC=CC=2N=N1.[NH:11]1[C:19]2[C:14](=[CH:15][CH:16]=[CH:17][CH:18]=2)[C:13]([CH2:20][CH2:21][CH2:22][CH2:23][CH2:24][NH2:25])=[CH:12]1.CN1CCOCC1.Cl.[CH3:34][N:35]([CH3:52])[C:36]1([C:46]2[CH:51]=[CH:50][CH:49]=[CH:48][CH:47]=2)[CH2:41][CH2:40][C:39](=[CH:42][C:43](O)=[O:44])[CH2:38][CH2:37]1.C1(N=C=NC2CCCCC2)CCCCC1.[OH-].[Na+], predict the reaction product. (3) Given the reactants I[CH2:2][C:3]([OH:5])=[O:4].[CH3:6][O:7][CH2:8][C:9]1[S:13][C:12]([NH:14][C:15](=[O:21])[O:16][C:17]([CH3:20])([CH3:19])[CH3:18])=[N:11][N:10]=1.[H-].[Na+], predict the reaction product. The product is: [C:17]([O:16][C:15]([N:14]=[C:12]1[N:11]([CH2:2][C:3]([OH:5])=[O:4])[N:10]=[C:9]([CH2:8][O:7][CH3:6])[S:13]1)=[O:21])([CH3:20])([CH3:19])[CH3:18]. (4) Given the reactants [Cl:1][C:2]([Cl:8])([Cl:7])[C:3](=[NH:6])OC.[F:9][C:10]1[CH:11]=[C:12]([NH2:17])[C:13](N)=[CH:14][CH:15]=1, predict the reaction product. The product is: [F:9][C:10]1[CH:15]=[CH:14][C:13]2[N:6]=[C:3]([C:2]([Cl:8])([Cl:7])[Cl:1])[NH:17][C:12]=2[CH:11]=1. (5) Given the reactants [Br:1][C:2]1[C:3]([NH:9][CH2:10][C:11]([O:13]CC)=[O:12])=[N:4][CH:5]=[C:6]([Br:8])[N:7]=1.[OH-].[Na+].O.P(=O)(O)(O)O, predict the reaction product. The product is: [Br:1][C:2]1[C:3]([NH:9][CH2:10][C:11]([OH:13])=[O:12])=[N:4][CH:5]=[C:6]([Br:8])[N:7]=1. (6) The product is: [CH3:1][C:2]1([NH:5][C:6]2[N:11]=[C:10]([S:12]([CH3:13])=[O:25])[C:9]([C:14]([NH2:16])=[O:15])=[CH:8][N:7]=2)[CH2:4][CH2:3]1. Given the reactants [CH3:1][C:2]1([NH:5][C:6]2[N:11]=[C:10]([S:12][CH3:13])[C:9]([C:14]([NH2:16])=[O:15])=[CH:8][N:7]=2)[CH2:4][CH2:3]1.C1(C2[O:25]N2S(C2C=CC=CC=2)(=O)=O)C=CC=CC=1.C(OCC)(=O)C, predict the reaction product.